From a dataset of Forward reaction prediction with 1.9M reactions from USPTO patents (1976-2016). Predict the product of the given reaction. (1) Given the reactants Cl[C:2]1[CH:11]=[CH:10][C:5]([C:6]([O:8][CH3:9])=[O:7])=[C:4]([O:12][CH3:13])[CH:3]=1.[CH3:14][CH2:15][Mg+].[Br-], predict the reaction product. The product is: [CH2:14]([C:2]1[CH:11]=[CH:10][C:5]([C:6]([O:8][CH3:9])=[O:7])=[C:4]([O:12][CH3:13])[CH:3]=1)[CH3:15]. (2) Given the reactants [F:1][C:2]1[CH:3]=[CH:4][C:5]2[N:9]=[C:8]([C:10](Cl)(Cl)Cl)[N:7]([CH2:14][CH2:15][CH2:16][CH2:17][O:18][CH3:19])[C:6]=2[CH:20]=1.[CH3:21][CH:22]([CH3:46])[CH2:23][NH:24][C@H:25]1[CH2:30][C@@H:29]([C:31]([N:33]2[CH2:38][CH2:37][O:36][CH2:35][CH2:34]2)=[O:32])[CH2:28][N:27]([C:39]([O:41][C:42]([CH3:45])([CH3:44])[CH3:43])=[O:40])[CH2:26]1.C(=O)([O-])[O-:48].[K+].[K+], predict the reaction product. The product is: [F:1][C:2]1[CH:3]=[CH:4][C:5]2[N:9]=[C:8]([C:10]([N:24]([CH2:23][CH:22]([CH3:46])[CH3:21])[C@H:25]3[CH2:30][C@@H:29]([C:31]([N:33]4[CH2:38][CH2:37][O:36][CH2:35][CH2:34]4)=[O:32])[CH2:28][N:27]([C:39]([O:41][C:42]([CH3:44])([CH3:43])[CH3:45])=[O:40])[CH2:26]3)=[O:48])[N:7]([CH2:14][CH2:15][CH2:16][CH2:17][O:18][CH3:19])[C:6]=2[CH:20]=1. (3) Given the reactants [Br:1][C:2]1[C:3]([OH:14])=[C:4]([C:9]([CH2:12]Br)=[CH:10][CH:11]=1)[C:5]([O:7][CH3:8])=[O:6].[CH3:15][O:16][C:17]1[CH:22]=[CH:21][CH:20]=[CH:19][C:18]=1[SH:23].C(=O)([O-])[O-].[K+].[K+], predict the reaction product. The product is: [Br:1][C:2]1[C:3]([OH:14])=[C:4]([C:9]([CH2:12][S:23][C:18]2[CH:19]=[CH:20][CH:21]=[CH:22][C:17]=2[O:16][CH3:15])=[CH:10][CH:11]=1)[C:5]([O:7][CH3:8])=[O:6]. (4) Given the reactants C(OC([NH:8][C@@H:9]([CH2:14][S:15]([CH2:18][C:19]1[CH:24]=[N:23][CH:22]=[CH:21][N:20]=1)(=[O:17])=[O:16])[C:10]([O:12][CH3:13])=[O:11])=O)(C)(C)C.Cl.O1CCOCC1, predict the reaction product. The product is: [NH2:8][C@@H:9]([CH2:14][S:15]([CH2:18][C:19]1[CH:24]=[N:23][CH:22]=[CH:21][N:20]=1)(=[O:16])=[O:17])[C:10]([O:12][CH3:13])=[O:11]. (5) Given the reactants [NH:1]1[CH2:8][CH2:7][CH2:6][C@@:2]1([CH3:9])[C:3]([OH:5])=[O:4].Cl[C:11]([O:13][CH2:14][C:15]1[CH:20]=[CH:19][CH:18]=[CH:17][CH:16]=1)=[O:12].[OH-].[Na+].Cl, predict the reaction product. The product is: [CH2:14]([O:13][C:11]([N:1]1[CH2:8][CH2:7][CH2:6][C@@:2]1([CH3:9])[C:3]([OH:5])=[O:4])=[O:12])[C:15]1[CH:20]=[CH:19][CH:18]=[CH:17][CH:16]=1. (6) The product is: [CH:2]([O:5][C:6]1[CH:7]=[C:8]([C@@H:12]([NH:14][C:44]([C:40]2[CH:39]=[C:38]3[C:43](=[CH:42][CH:41]=2)[N:35]([CH2:34][C:31]2[CH:30]=[CH:29][C:28]([C:23]4[C:22]([C:20]([OH:21])=[O:19])=[CH:27][CH:26]=[CH:25][CH:24]=4)=[CH:33][CH:32]=2)[C:36]([CH3:48])=[C:37]3[CH3:47])=[O:45])[CH3:13])[CH:9]=[CH:10][CH:11]=1)([CH3:4])[CH3:3]. Given the reactants [Cl-].[CH:2]([O:5][C:6]1[CH:7]=[C:8]([C@@H:12]([NH3+:14])[CH3:13])[CH:9]=[CH:10][CH:11]=1)([CH3:4])[CH3:3].C([O:19][C:20]([C:22]1[CH:27]=[CH:26][CH:25]=[CH:24][C:23]=1[C:28]1[CH:33]=[CH:32][C:31]([CH2:34][N:35]2[C:43]3[C:38](=[CH:39][C:40]([C:44](O)=[O:45])=[CH:41][CH:42]=3)[C:37]([CH3:47])=[C:36]2[CH3:48])=[CH:30][CH:29]=1)=[O:21])(C)(C)C, predict the reaction product. (7) Given the reactants [CH3:1][O:2][C:3](=[O:39])[C:4]1[CH:38]=[CH:37][C:7]([C:8]([NH:10][C:11]2[C:12]([O:35][CH3:36])=[N:13][C:14]([O:17][CH2:18][C:19]3[C:20]([C:27]4[C:32]([Cl:33])=[CH:31][CH:30]=[CH:29][C:28]=4[Cl:34])=[N:21][O:22][C:23]=3[CH:24]([CH3:26])[CH3:25])=[CH:15][CH:16]=2)=[O:9])=[CH:6][CH:5]=1.[H-].[Na+].[CH3:42]I, predict the reaction product. The product is: [CH3:1][O:2][C:3](=[O:39])[C:4]1[CH:5]=[CH:6][C:7]([C:8]([N:10]([C:11]2[C:12]([O:35][CH3:36])=[N:13][C:14]([O:17][CH2:18][C:19]3[C:20]([C:27]4[C:32]([Cl:33])=[CH:31][CH:30]=[CH:29][C:28]=4[Cl:34])=[N:21][O:22][C:23]=3[CH:24]([CH3:26])[CH3:25])=[CH:15][CH:16]=2)[CH3:42])=[O:9])=[CH:37][CH:38]=1. (8) Given the reactants [NH2:1][C:2]1[CH:3]=[C:4]([C:15]([F:18])([F:17])[F:16])[C:5]2[N:6]([C:8]([Cl:14])=[C:9]([C:11]([OH:13])=O)[N:10]=2)[CH:7]=1.[NH:19]1[CH2:24][CH2:23][CH:22]([N:25]2[CH2:29][CH2:28][O:27][C:26]2=[O:30])[CH2:21][CH2:20]1.C(N(CC)C(C)C)(C)C.C1CN([P+](Br)(N2CCCC2)N2CCCC2)CC1.F[P-](F)(F)(F)(F)F, predict the reaction product. The product is: [NH2:1][C:2]1[CH:3]=[C:4]([C:15]([F:18])([F:17])[F:16])[C:5]2[N:6]([C:8]([Cl:14])=[C:9]([C:11]([N:19]3[CH2:20][CH2:21][CH:22]([N:25]4[CH2:29][CH2:28][O:27][C:26]4=[O:30])[CH2:23][CH2:24]3)=[O:13])[N:10]=2)[CH:7]=1.